Dataset: Full USPTO retrosynthesis dataset with 1.9M reactions from patents (1976-2016). Task: Predict the reactants needed to synthesize the given product. Given the product [F:22][C:16]1[CH:17]=[CH:18][C:19]([F:21])=[CH:20][C:15]=1[C:7]1[S:6][C:5]([CH2:4][CH2:3][CH2:2][NH:1][C:30]#[N:29])([C:23]2[CH:28]=[CH:27][CH:26]=[CH:25][CH:24]=2)[N:9]([C:10](=[O:14])[CH:11]([CH3:13])[CH3:12])[N:8]=1, predict the reactants needed to synthesize it. The reactants are: [NH2:1][CH2:2][CH2:3][CH2:4][C:5]1([C:23]2[CH:28]=[CH:27][CH:26]=[CH:25][CH:24]=2)[N:9]([C:10](=[O:14])[CH:11]([CH3:13])[CH3:12])[N:8]=[C:7]([C:15]2[CH:20]=[C:19]([F:21])[CH:18]=[CH:17][C:16]=2[F:22])[S:6]1.[N:29]#[C:30]Br.C(N(CC)CC)C.